From a dataset of Reaction yield outcomes from USPTO patents with 853,638 reactions. Predict the reaction yield, written as a fraction of the theoretical maximum amount of product (1.0 means a 100% yield; for example, 0.34 means a 34% yield). (1) The reactants are [Br:1][C:2]1[C:11]2[C:6](=[CH:7][CH:8]=[CH:9][CH:10]=2)[C:5](I)=[CH:4][CH:3]=1.[Br:13][C:14]1[CH:19]=[CH:18][C:17](B(O)O)=[CH:16][CH:15]=1.C(=O)([O-])[O-].[Na+].[Na+]. The catalyst is C1C=CC([P]([Pd]([P](C2C=CC=CC=2)(C2C=CC=CC=2)C2C=CC=CC=2)([P](C2C=CC=CC=2)(C2C=CC=CC=2)C2C=CC=CC=2)[P](C2C=CC=CC=2)(C2C=CC=CC=2)C2C=CC=CC=2)(C2C=CC=CC=2)C2C=CC=CC=2)=CC=1.C1(C)C=CC=CC=1. The product is [Br:1][C:2]1[C:11]2[C:6](=[CH:7][CH:8]=[CH:9][CH:10]=2)[C:5]([C:17]2[CH:18]=[CH:19][C:14]([Br:13])=[CH:15][CH:16]=2)=[CH:4][CH:3]=1. The yield is 0.580. (2) The reactants are [NH2:1][C:2]1[N:6]([C:7]2[CH:12]=[CH:11][CH:10]=[CH:9][CH:8]=2)[N:5]=[C:4]([C:13]([CH3:17])([CH3:16])[CH2:14][OH:15])[CH:3]=1.N1C=CN=C1.[CH3:23][C:24]([Si:27](Cl)([CH3:29])[CH3:28])([CH3:26])[CH3:25]. The catalyst is CN(C=O)C. The product is [Si:27]([O:15][CH2:14][C:13]([C:4]1[CH:3]=[C:2]([NH2:1])[N:6]([C:7]2[CH:12]=[CH:11][CH:10]=[CH:9][CH:8]=2)[N:5]=1)([CH3:17])[CH3:16])([C:24]([CH3:26])([CH3:25])[CH3:23])([CH3:29])[CH3:28]. The yield is 0.420. (3) The reactants are [Cl:1][S:2]([OH:5])(=O)=[O:3].[Cl:6][C:7]1[CH:19]=[CH:18][C:10]([O:11][C:12]2[CH:17]=[CH:16][CH:15]=[CH:14][CH:13]=2)=[CH:9][CH:8]=1. No catalyst specified. The product is [Cl:6][C:7]1[CH:19]=[CH:18][C:10]([O:11][C:12]2[CH:17]=[CH:16][C:15]([S:2]([Cl:1])(=[O:5])=[O:3])=[CH:14][CH:13]=2)=[CH:9][CH:8]=1. The yield is 0.330. (4) The reactants are O.[OH-].[Li+].[C:4]([O:8][C:9]([NH:11][C:12]1[CH:13]=[C:14]([C:18]2[N:22]([CH3:23])[C:21]3[CH:24]=[CH:25][C:26]([C:28]([O:30]C)=[O:29])=[CH:27][C:20]=3[N:19]=2)[N:15]([CH3:17])[CH:16]=1)=[O:10])([CH3:7])([CH3:6])[CH3:5]. The catalyst is CS(C)=O.O. The product is [C:4]([O:8][C:9]([NH:11][C:12]1[CH:13]=[C:14]([C:18]2[N:22]([CH3:23])[C:21]3[CH:24]=[CH:25][C:26]([C:28]([OH:30])=[O:29])=[CH:27][C:20]=3[N:19]=2)[N:15]([CH3:17])[CH:16]=1)=[O:10])([CH3:7])([CH3:5])[CH3:6]. The yield is 0.960. (5) The reactants are [OH:1][C:2]1[C:11]2[C:6](=[CH:7][CH:8]=[CH:9][CH:10]=2)[C:5]([CH2:15][CH2:16][CH3:17])([CH2:12][CH2:13][CH3:14])[C:4](=[O:18])[C:3]=1[C:19](OCC)=[O:20].[NH2:24][C:25]1[CH:30]=[CH:29][CH:28]=[CH:27][C:26]=1[S:31]([NH2:34])(=[O:33])=[O:32]. The catalyst is C1(C)C=CC=CC=1. The product is [NH2:34][S:31]([C:26]1[CH:27]=[CH:28][CH:29]=[CH:30][C:25]=1[NH:24][C:19]([C:3]1[C:4](=[O:18])[C:5]([CH2:15][CH2:16][CH3:17])([CH2:12][CH2:13][CH3:14])[C:6]2[C:11](=[CH:10][CH:9]=[CH:8][CH:7]=2)[C:2]=1[OH:1])=[O:20])(=[O:32])=[O:33]. The yield is 0.600.